Task: Predict the reactants needed to synthesize the given product.. Dataset: Full USPTO retrosynthesis dataset with 1.9M reactions from patents (1976-2016) (1) Given the product [CH3:31][S:32]([O:28][CH2:27][C@H:24]1[CH2:23][CH2:22][C@@H:21]([N:19]2[CH:20]=[C:16]([C:15]3[C:10]4[CH:9]=[CH:8][N:7]([CH2:6][O:5][CH2:4][CH2:3][Si:2]([CH3:30])([CH3:29])[CH3:1])[C:11]=4[N:12]=[CH:13][N:14]=3)[CH:17]=[N:18]2)[CH2:26][CH2:25]1)(=[O:34])=[O:33], predict the reactants needed to synthesize it. The reactants are: [CH3:1][Si:2]([CH3:30])([CH3:29])[CH2:3][CH2:4][O:5][CH2:6][N:7]1[C:11]2[N:12]=[CH:13][N:14]=[C:15]([C:16]3[CH:17]=[N:18][N:19]([C@@H:21]4[CH2:26][CH2:25][C@H:24]([CH2:27][OH:28])[CH2:23][CH2:22]4)[CH:20]=3)[C:10]=2[CH:9]=[CH:8]1.[CH3:31][S:32](Cl)(=[O:34])=[O:33]. (2) Given the product [F:37][C:10]([F:9])([F:38])[C:11]1[CH:12]=[C:13]([CH:34]=[CH:35][CH:36]=1)[CH2:14][NH:15][C:16](=[O:33])[C:17]1[CH:22]=[CH:21][N:20]=[C:19]([C:23]2[CH:28]=[C:27]([O:4][CH2:3][C:2]([F:6])([F:5])[F:1])[CH:26]=[CH:25][C:24]=2[N+:30]([O-:32])=[O:31])[CH:18]=1, predict the reactants needed to synthesize it. The reactants are: [F:1][C:2]([F:6])([F:5])[CH2:3][OH:4].[H-].[Na+].[F:9][C:10]([F:38])([F:37])[C:11]1[CH:12]=[C:13]([CH:34]=[CH:35][CH:36]=1)[CH2:14][NH:15][C:16](=[O:33])[C:17]1[CH:22]=[CH:21][N:20]=[C:19]([C:23]2[CH:28]=[C:27](F)[CH:26]=[CH:25][C:24]=2[N+:30]([O-:32])=[O:31])[CH:18]=1. (3) Given the product [Br:24][C:21]1[CH:20]=[CH:19][C:18]([CH:4]([O:5][C:6]2[CH:7]=[C:8]([O:15][CH2:16][CH3:17])[CH:9]=[C:10]([O:12][CH2:13][CH3:14])[CH:11]=2)[C:3]([OH:25])=[O:2])=[CH:23][CH:22]=1, predict the reactants needed to synthesize it. The reactants are: C[O:2][C:3](=[O:25])[CH:4]([C:18]1[CH:23]=[CH:22][C:21]([Br:24])=[CH:20][CH:19]=1)[O:5][C:6]1[CH:11]=[C:10]([O:12][CH2:13][CH3:14])[CH:9]=[C:8]([O:15][CH2:16][CH3:17])[CH:7]=1.O.C(=O)([O-])[O-].[K+].[K+].